From a dataset of NCI-60 drug combinations with 297,098 pairs across 59 cell lines. Regression. Given two drug SMILES strings and cell line genomic features, predict the synergy score measuring deviation from expected non-interaction effect. (1) Drug 1: C1CCC(C1)C(CC#N)N2C=C(C=N2)C3=C4C=CNC4=NC=N3. Drug 2: CC1C(C(CC(O1)OC2CC(CC3=C2C(=C4C(=C3O)C(=O)C5=C(C4=O)C(=CC=C5)OC)O)(C(=O)C)O)N)O.Cl. Cell line: RPMI-8226. Synergy scores: CSS=48.6, Synergy_ZIP=21.4, Synergy_Bliss=23.6, Synergy_Loewe=-14.7, Synergy_HSA=19.7. (2) Drug 1: C1CCC(C1)C(CC#N)N2C=C(C=N2)C3=C4C=CNC4=NC=N3. Drug 2: CNC(=O)C1=CC=CC=C1SC2=CC3=C(C=C2)C(=NN3)C=CC4=CC=CC=N4. Cell line: HS 578T. Synergy scores: CSS=8.07, Synergy_ZIP=9.45, Synergy_Bliss=16.0, Synergy_Loewe=7.89, Synergy_HSA=9.65. (3) Drug 1: CC12CCC3C(C1CCC2=O)CC(=C)C4=CC(=O)C=CC34C. Drug 2: C1=NC(=NC(=O)N1C2C(C(C(O2)CO)O)O)N. Cell line: T-47D. Synergy scores: CSS=15.5, Synergy_ZIP=2.35, Synergy_Bliss=2.18, Synergy_Loewe=0.207, Synergy_HSA=0.204. (4) Drug 1: CN(C(=O)NC(C=O)C(C(C(CO)O)O)O)N=O. Drug 2: CC12CCC3C(C1CCC2OP(=O)(O)O)CCC4=C3C=CC(=C4)OC(=O)N(CCCl)CCCl.[Na+]. Cell line: CAKI-1. Synergy scores: CSS=0.748, Synergy_ZIP=1.89, Synergy_Bliss=7.27, Synergy_Loewe=-1.02, Synergy_HSA=2.08. (5) Drug 1: C1=CC(=CC=C1CCC2=CNC3=C2C(=O)NC(=N3)N)C(=O)NC(CCC(=O)O)C(=O)O. Drug 2: C1=NC2=C(N1)C(=S)N=C(N2)N. Cell line: RXF 393. Synergy scores: CSS=19.9, Synergy_ZIP=-6.95, Synergy_Bliss=-3.76, Synergy_Loewe=0.162, Synergy_HSA=0.802. (6) Drug 2: COC1=CC(=CC(=C1O)OC)C2C3C(COC3=O)C(C4=CC5=C(C=C24)OCO5)OC6C(C(C7C(O6)COC(O7)C8=CC=CS8)O)O. Drug 1: CC(CN1CC(=O)NC(=O)C1)N2CC(=O)NC(=O)C2. Cell line: HOP-92. Synergy scores: CSS=42.8, Synergy_ZIP=-4.27, Synergy_Bliss=0.0253, Synergy_Loewe=1.18, Synergy_HSA=3.62. (7) Drug 1: CC12CCC3C(C1CCC2=O)CC(=C)C4=CC(=O)C=CC34C. Drug 2: CC1=C(C(=CC=C1)Cl)NC(=O)C2=CN=C(S2)NC3=CC(=NC(=N3)C)N4CCN(CC4)CCO. Cell line: UACC62. Synergy scores: CSS=44.8, Synergy_ZIP=-0.256, Synergy_Bliss=2.49, Synergy_Loewe=2.18, Synergy_HSA=2.91.